Dataset: Full USPTO retrosynthesis dataset with 1.9M reactions from patents (1976-2016). Task: Predict the reactants needed to synthesize the given product. Given the product [F:11][C:10]1[CH:9]=[CH:8][C:5]([CH:6]([OH:7])[CH3:12])=[CH:4][C:3]=1[C:1]#[N:2], predict the reactants needed to synthesize it. The reactants are: [C:1]([C:3]1[CH:4]=[C:5]([CH:8]=[CH:9][C:10]=1[F:11])[CH:6]=[O:7])#[N:2].[CH3:12][Mg]Br.